Dataset: Peptide-MHC class I binding affinity with 185,985 pairs from IEDB/IMGT. Task: Regression. Given a peptide amino acid sequence and an MHC pseudo amino acid sequence, predict their binding affinity value. This is MHC class I binding data. (1) The peptide sequence is FLLPILSQIYT. The MHC is HLA-B35:01 with pseudo-sequence HLA-B35:01. The binding affinity (normalized) is 0.507. (2) The peptide sequence is TTANFHTL. The MHC is H-2-Db with pseudo-sequence H-2-Db. The binding affinity (normalized) is 0. (3) The peptide sequence is ATLNTLITLI. The MHC is HLA-A02:03 with pseudo-sequence HLA-A02:03. The binding affinity (normalized) is 0.692. (4) The peptide sequence is PSTEMSMRGV. The MHC is Mamu-A01 with pseudo-sequence Mamu-A01. The binding affinity (normalized) is 0.148. (5) The peptide sequence is WKFDSSLAF. The binding affinity (normalized) is 0.627. The MHC is HLA-B15:01 with pseudo-sequence HLA-B15:01. (6) The peptide sequence is EEEVRRRL. The MHC is Mamu-A11 with pseudo-sequence Mamu-A11. The binding affinity (normalized) is 0.